This data is from NCI-60 drug combinations with 297,098 pairs across 59 cell lines. The task is: Regression. Given two drug SMILES strings and cell line genomic features, predict the synergy score measuring deviation from expected non-interaction effect. (1) Drug 1: CC1=C2C(C(=O)C3(C(CC4C(C3C(C(C2(C)C)(CC1OC(=O)C(C(C5=CC=CC=C5)NC(=O)OC(C)(C)C)O)O)OC(=O)C6=CC=CC=C6)(CO4)OC(=O)C)OC)C)OC. Drug 2: C1=CC=C(C=C1)NC(=O)CCCCCCC(=O)NO. Cell line: SK-OV-3. Synergy scores: CSS=38.6, Synergy_ZIP=-0.988, Synergy_Bliss=-1.29, Synergy_Loewe=-12.5, Synergy_HSA=0.308. (2) Drug 1: C1CN(CCN1C(=O)CCBr)C(=O)CCBr. Drug 2: CC1C(C(CC(O1)OC2CC(CC3=C2C(=C4C(=C3O)C(=O)C5=CC=CC=C5C4=O)O)(C(=O)C)O)N)O. Cell line: HT29. Synergy scores: CSS=36.0, Synergy_ZIP=-2.35, Synergy_Bliss=-0.647, Synergy_Loewe=-0.0569, Synergy_HSA=1.12. (3) Drug 1: CC1OCC2C(O1)C(C(C(O2)OC3C4COC(=O)C4C(C5=CC6=C(C=C35)OCO6)C7=CC(=C(C(=C7)OC)O)OC)O)O. Drug 2: CCC1=C2CN3C(=CC4=C(C3=O)COC(=O)C4(CC)O)C2=NC5=C1C=C(C=C5)O. Cell line: ACHN. Synergy scores: CSS=61.7, Synergy_ZIP=-0.304, Synergy_Bliss=2.03, Synergy_Loewe=-1.64, Synergy_HSA=4.34. (4) Drug 1: CCCCCOC(=O)NC1=NC(=O)N(C=C1F)C2C(C(C(O2)C)O)O. Drug 2: C1=NC2=C(N=C(N=C2N1C3C(C(C(O3)CO)O)F)Cl)N. Cell line: SR. Synergy scores: CSS=0.0910, Synergy_ZIP=-1.43, Synergy_Bliss=-3.39, Synergy_Loewe=-3.73, Synergy_HSA=-4.23. (5) Drug 1: C1=CC(=CC=C1CCC2=CNC3=C2C(=O)NC(=N3)N)C(=O)NC(CCC(=O)O)C(=O)O. Drug 2: CC1=C2C(C(=O)C3(C(CC4C(C3C(C(C2(C)C)(CC1OC(=O)C(C(C5=CC=CC=C5)NC(=O)C6=CC=CC=C6)O)O)OC(=O)C7=CC=CC=C7)(CO4)OC(=O)C)O)C)OC(=O)C. Cell line: MCF7. Synergy scores: CSS=42.2, Synergy_ZIP=-13.4, Synergy_Bliss=-9.26, Synergy_Loewe=0.106, Synergy_HSA=1.54.